Predict the product of the given reaction. From a dataset of Forward reaction prediction with 1.9M reactions from USPTO patents (1976-2016). (1) Given the reactants [CH3:1][C:2]1[CH:8]=[CH:7][C:5]([NH2:6])=[C:4]([C:9]([F:12])([F:11])[F:10])[CH:3]=1.[N:13]([O-])=O.[Na+].[Cl:17][Sn]Cl.Cl.C(O)(C(F)(F)F)=O, predict the reaction product. The product is: [ClH:17].[CH3:1][C:2]1[CH:8]=[CH:7][C:5]([NH:6][NH2:13])=[C:4]([C:9]([F:10])([F:11])[F:12])[CH:3]=1. (2) Given the reactants C(OC([NH:8][CH:9]1[CH2:14][CH2:13][CH:12]([O:15][C:16]2[C:21]([NH:22][C:23]3[C:24]4[C:31]([CH3:32])=[C:30]([C:33](O)=[O:34])[S:29][C:25]=4[N:26]=[CH:27][N:28]=3)=[CH:20][CH:19]=[CH:18][N:17]=2)[CH2:11][CH2:10]1)=O)(C)(C)C.[CH2:36]([NH2:39])[CH2:37][CH3:38], predict the reaction product. The product is: [CH2:36]([NH:39][C:33]([C:30]1[S:29][C:25]2[N:26]=[CH:27][N:28]=[C:23]([NH:22][C:21]3[C:16]([O:15][CH:12]4[CH2:11][CH2:10][CH:9]([NH2:8])[CH2:14][CH2:13]4)=[N:17][CH:18]=[CH:19][CH:20]=3)[C:24]=2[C:31]=1[CH3:32])=[O:34])[CH2:37][CH3:38]. (3) Given the reactants [CH3:1][O-].[Na+].[N:4]#[C:5][NH2:6].[Cl:7][C:8]1[CH:15]=[C:14]([N:16]=[C:17]=[S:18])[CH:13]=[C:12]([Cl:19])[C:9]=1[C:10]#[N:11].CI, predict the reaction product. The product is: [C:5](/[N:6]=[C:17](\[S:18][CH3:1])/[NH:16][C:14]1[CH:15]=[C:8]([Cl:7])[C:9]([C:10]#[N:11])=[C:12]([Cl:19])[CH:13]=1)#[N:4]. (4) Given the reactants [OH:1][CH:2]1[CH2:6][CH2:5][N:4]([C:7]([N:9]2[CH2:14][CH:13]([C:15]3[CH:20]=[CH:19][C:18]([O:21][C:22]([F:25])([F:24])[F:23])=[CH:17][CH:16]=3)[CH2:12][CH:11]([C:26]([OH:28])=O)[CH2:10]2)=[O:8])[CH2:3]1.O[N:30]=[C:31]([NH2:34])[CH2:32][CH3:33], predict the reaction product. The product is: [CH2:32]([C:31]1[N:34]=[C:26]([CH:11]2[CH2:12][CH:13]([C:15]3[CH:16]=[CH:17][C:18]([O:21][C:22]([F:24])([F:25])[F:23])=[CH:19][CH:20]=3)[CH2:14][N:9]([C:7]([N:4]3[CH2:5][CH2:6][CH:2]([OH:1])[CH2:3]3)=[O:8])[CH2:10]2)[O:28][N:30]=1)[CH3:33]. (5) Given the reactants [Cl:1][C:2]1[CH:3]=[C:4]2[C:8](=[CH:9][CH:10]=1)[NH:7][CH:6]=[C:5]2[C:11]([OH:13])=[O:12].[H-].[Na+].Br[CH2:17][C:18]([O:20][CH3:21])=[O:19].CCOC(C)=O, predict the reaction product. The product is: [Cl:1][C:2]1[CH:3]=[C:4]2[C:8](=[CH:9][CH:10]=1)[N:7]([CH2:17][C:18]([O:20][CH3:21])=[O:19])[CH:6]=[C:5]2[C:11]([OH:13])=[O:12]. (6) Given the reactants [Cl:1][C:2]1[CH:3]=[C:4]2[C:9](=[CH:10][C:11]=1[O:12][CH2:13][CH:14]1[CH2:17][C:16]([F:19])([F:18])[CH2:15]1)[NH:8][C:7](=[O:20])[C:6]([CH:21]=O)=[CH:5]2.[CH3:23][C:24]([S:27]([NH2:29])=[O:28])([CH3:26])[CH3:25], predict the reaction product. The product is: [Cl:1][C:2]1[CH:3]=[C:4]2[C:9](=[CH:10][C:11]=1[O:12][CH2:13][CH:14]1[CH2:17][C:16]([F:18])([F:19])[CH2:15]1)[NH:8][C:7](=[O:20])[C:6](/[CH:21]=[N:29]/[S:27]([C:24]([CH3:26])([CH3:25])[CH3:23])=[O:28])=[CH:5]2. (7) Given the reactants [NH2:1][CH:2]1[CH2:7][CH2:6][N:5]([CH2:8][CH:9]=[CH:10][C:11]2[CH:16]=[CH:15][CH:14]=[CH:13][CH:12]=2)[CH2:4][CH2:3]1.C(N(CC)CC)C.[Br:24][C:25]1[CH:26]=[C:27]2[C:32](=[CH:33][CH:34]=1)[O:31][C:30](=[O:35])[CH:29]=[C:28]2OS(C(F)(F)F)(=O)=O, predict the reaction product. The product is: [Br:24][C:25]1[CH:26]=[C:27]2[C:32](=[CH:33][CH:34]=1)[O:31][C:30](=[O:35])[CH:29]=[C:28]2[NH:1][CH:2]1[CH2:7][CH2:6][N:5]([CH2:8][CH:9]=[CH:10][C:11]2[CH:12]=[CH:13][CH:14]=[CH:15][CH:16]=2)[CH2:4][CH2:3]1.